From a dataset of Reaction yield outcomes from USPTO patents with 853,638 reactions. Predict the reaction yield, written as a fraction of the theoretical maximum amount of product (1.0 means a 100% yield; for example, 0.34 means a 34% yield). The reactants are Cl.[Cl:2][C:3]1[CH:25]=[C:24]([F:26])[CH:23]=[CH:22][C:4]=1[C:5]([NH:7][C:8]1[CH:13]=[CH:12][CH:11]=[C:10]([NH:14][C@@H:15]2[CH2:20][CH2:19][NH:18][C@H:17]([CH3:21])[CH2:16]2)[CH:9]=1)=[O:6].[C:27](O)(=O)C.C([BH3-])#N.[Na+].C=O.C(=O)(O)[O-].[Na+].[Cl-].[NH4+]. The catalyst is CO.ClCCl. The product is [ClH:2].[Cl:2][C:3]1[CH:25]=[C:24]([F:26])[CH:23]=[CH:22][C:4]=1[C:5]([NH:7][C:8]1[CH:13]=[CH:12][CH:11]=[C:10]([NH:14][C@@H:15]2[CH2:20][CH2:19][N:18]([CH3:27])[C@H:17]([CH3:21])[CH2:16]2)[CH:9]=1)=[O:6]. The yield is 0.680.